This data is from Catalyst prediction with 721,799 reactions and 888 catalyst types from USPTO. The task is: Predict which catalyst facilitates the given reaction. (1) Reactant: O1[CH2:5][CH2:4][CH2:3]C1.[CH3:6][C:7](C)([O-])[CH3:8].[K+].[CH:12]1[C:24]2[CH2:23][C:22]3[C:17](=[CH:18][CH:19]=[CH:20][CH:21]=3)[C:16]=2[CH:15]=[CH:14][CH:13]=1.C(Br)CC. Product: [CH2:3]([C:23]1([CH2:6][CH2:7][CH3:8])[C:22]2[CH:21]=[CH:20][CH:19]=[CH:18][C:17]=2[C:16]2[C:24]1=[CH:12][CH:13]=[CH:14][CH:15]=2)[CH2:4][CH3:5]. The catalyst class is: 69. (2) Product: [Br:1][C:2]1[CH:3]=[CH:4][C:5]([C@@:8]2([C:14]([F:20])([F:19])[F:13])[CH2:9][CH2:10][CH2:11][NH:12]2)=[CH:6][CH:7]=1. Reactant: [Br:1][C:2]1[CH:7]=[CH:6][C:5]([C:8]2[CH2:9][CH2:10][CH2:11][N:12]=2)=[CH:4][CH:3]=1.[F:13][C:14]([F:20])([F:19])S(O)(=O)=O.F.[K].C[Si](C)(C)C(F)(F)F. The catalyst class is: 10.